This data is from Forward reaction prediction with 1.9M reactions from USPTO patents (1976-2016). The task is: Predict the product of the given reaction. (1) The product is: [C:41]([O:40][C:38]([N:45]1[CH2:50][CH2:49][N:48]([C:27]2[C:36]3[C:31](=[CH:32][CH:33]=[CH:34][C:35]=3[F:37])[CH:30]=[CH:29][CH:28]=2)[CH2:47][CH2:46]1)=[O:39])([CH3:44])([CH3:42])[CH3:43]. Given the reactants C1(P(C2C=CC=CC=2C2C=CC=CC=2)C2CCCCC2)CCCCC1.Br[C:27]1[C:36]2[C:31](=[CH:32][CH:33]=[CH:34][C:35]=2[F:37])[CH:30]=[CH:29][CH:28]=1.[C:38]([N:45]1[CH2:50][CH2:49][NH:48][CH2:47][CH2:46]1)([O:40][C:41]([CH3:44])([CH3:43])[CH3:42])=[O:39].CC([O-])(C)C.[Na+], predict the reaction product. (2) Given the reactants P(Cl)(Cl)(Cl)(Cl)Cl.S[C:8]1[O:9][C:10]2[CH:16]=[C:15]([CH3:17])[CH:14]=[CH:13][C:11]=2[N:12]=1.[CH3:18][N:19]1[CH2:24][CH2:23][NH:22][CH2:21][CH2:20]1, predict the reaction product. The product is: [CH3:18][N:19]1[CH2:24][CH2:23][N:22]([C:8]2[O:9][C:10]3[CH:16]=[C:15]([CH3:17])[CH:14]=[CH:13][C:11]=3[N:12]=2)[CH2:21][CH2:20]1. (3) Given the reactants [F:1][C:2]1[CH:7]=[C:6]([F:8])[CH:5]=[CH:4][C:3]=1[N:9]1[C:13]([NH:14][C:15](=O)[CH3:16])=[CH:12][CH:11]=[N:10]1.[H-].[Al+3].[Li+].[H-].[H-].[H-], predict the reaction product. The product is: [F:1][C:2]1[CH:7]=[C:6]([F:8])[CH:5]=[CH:4][C:3]=1[N:9]1[C:13]([NH:14][CH2:15][CH3:16])=[CH:12][CH:11]=[N:10]1. (4) Given the reactants [CH3:1][C:2]1[CH2:6][CH:5]=[C:4]([C:7]([CH3:10])([CH3:9])[CH3:8])[CH:3]=1.C(=O)=O.CO.CCCCCC.C([Li])CCC.CN1CCN(C)C1=O.[CH3:35][C:36]1[CH:50]=[CH:49][C:39]([C:40]([C:42]2[CH:47]=[CH:46][C:45]([CH3:48])=[CH:44][CH:43]=2)=O)=[CH:38][CH:37]=1.Cl, predict the reaction product. The product is: [C:7]([C:4]1[CH:3]=[C:2]([CH3:1])[C:6](=[C:40]([C:42]2[CH:47]=[CH:46][C:45]([CH3:48])=[CH:44][CH:43]=2)[C:39]2[CH:49]=[CH:50][C:36]([CH3:35])=[CH:37][CH:38]=2)[CH:5]=1)([CH3:10])([CH3:9])[CH3:8]. (5) Given the reactants [H-].[Na+].[C:3]([O:7][C:8](=[O:13])[CH2:9][C:10]([CH3:12])=[O:11])([CH3:6])([CH3:5])[CH3:4].C([Li])CCC.[F:19][C:20]1[C:27]([F:28])=[CH:26][CH:25]=[CH:24][C:21]=1[CH2:22]Br, predict the reaction product. The product is: [F:19][C:20]1[C:27]([F:28])=[CH:26][CH:25]=[CH:24][C:21]=1[CH2:22][CH2:12][C:10](=[O:11])[CH2:9][C:8]([O:7][C:3]([CH3:6])([CH3:4])[CH3:5])=[O:13]. (6) Given the reactants [CH:1]1([N:4]2[C:8]([C:9]([F:12])([F:11])[F:10])=[C:7]([C:13]([OH:15])=O)[CH:6]=[N:5]2)[CH2:3][CH2:2]1.CCN(C(C)C)C(C)C.[B-](F)(F)(F)F.CN(C(ON1C(=O)CCC1=O)=[N+](C)C)C.Cl.[NH2:46][CH:47]1[CH:54]2[CH2:55][CH:50]3[CH2:51][CH:52]([CH2:56][CH:48]1[CH2:49]3)[CH2:53]2, predict the reaction product. The product is: [CH:48]12[CH2:56][CH:52]3[CH2:51][CH:50]([CH2:55][CH:54]([CH2:53]3)[CH:47]1[NH:46][C:13]([C:7]1[CH:6]=[N:5][N:4]([CH:1]3[CH2:2][CH2:3]3)[C:8]=1[C:9]([F:10])([F:11])[F:12])=[O:15])[CH2:49]2. (7) The product is: [CH2:1]([O:8][C:9](=[O:10])[NH:11][C:12]1([C:15]2[O:16][CH:17]=[C:18]([C:20](=[O:22])[NH2:24])[N:19]=2)[CH2:13][CH2:14]1)[C:2]1[CH:3]=[CH:4][CH:5]=[CH:6][CH:7]=1. Given the reactants [CH2:1]([O:8][C:9]([NH:11][C:12]1([C:15]2[O:16][CH:17]=[C:18]([C:20]([OH:22])=O)[N:19]=2)[CH2:14][CH2:13]1)=[O:10])[C:2]1[CH:7]=[CH:6][CH:5]=[CH:4][CH:3]=1.C[N:24](C(ON1N=NC2C=CC=NC1=2)=[N+](C)C)C.F[P-](F)(F)(F)(F)F.CCN(CC)CC.C(=O)([O-])O.[NH4+], predict the reaction product.